Dataset: Full USPTO retrosynthesis dataset with 1.9M reactions from patents (1976-2016). Task: Predict the reactants needed to synthesize the given product. (1) Given the product [Cl:16][C:3]1[C:2]([Cl:1])=[CH:15][C:6]([C:7]2[O:14][C:11]([CH2:12][CH3:13])=[CH:10][N:9]=2)=[CH:5][N:4]=1, predict the reactants needed to synthesize it. The reactants are: [Cl:1][C:2]1[C:3]([Cl:16])=[N:4][CH:5]=[C:6]([CH:15]=1)[C:7]([NH:9][CH2:10][C:11](=[O:14])[CH2:12][CH3:13])=O.O=P(Cl)(Cl)Cl.C([O-])(O)=O.[Na+]. (2) Given the product [CH:5]([C:4]1[CH:7]=[C:8]([O:10][CH3:11])[N:9]=[C:2]([NH:64][C:65](=[O:67])[O:66][C:19]([CH3:45])([CH3:20])[CH3:18])[CH:3]=1)=[O:6], predict the reactants needed to synthesize it. The reactants are: Cl[C:2]1[CH:3]=[C:4]([CH:7]=[C:8]([O:10][CH3:11])[N:9]=1)[CH:5]=[O:6].C([O-])([O-])=O.[Cs+].[Cs+].[CH3:18][C:19]1(C)[C:45]2C(=C(P(C3C=CC=CC=3)C3C=CC=CC=3)C=CC=2)OC2C(P(C3C=CC=CC=3)C3C=CC=CC=3)=CC=C[C:20]1=2.C([NH:64][C:65](=[O:67])[O-:66])(C)(C)C. (3) Given the product [Br:1][C:2]1[CH:3]=[C:4]([S:8][C:9]2[C:19]3[C:18](=[CH:17][C:16]([Cl:15])=[CH:21][CH:20]=3)[NH:22][C:10]=2[CH2:11][CH3:12])[CH:5]=[CH:6][CH:7]=1, predict the reactants needed to synthesize it. The reactants are: [Br:1][C:2]1[CH:3]=[C:4]([S:8][CH2:9][C:10](=O)[CH2:11][CH3:12])[CH:5]=[CH:6][CH:7]=1.Cl.[Cl:15][C:16]1[CH:17]=[C:18]([NH:22]N)[CH:19]=[CH:20][CH:21]=1. (4) Given the product [P:1]([O-:19])([O:3][CH2:4][C:5]1[CH:10]=[CH:9][CH:8]=[CH:7][CH:6]=1)([O:11][CH2:12][C:13]1[CH:18]=[CH:17][CH:16]=[CH:15][CH:14]=1)=[O:2].[Ag+:26], predict the reactants needed to synthesize it. The reactants are: [P:1]([O-:19])([O:11][CH2:12][C:13]1[CH:18]=[CH:17][CH:16]=[CH:15][CH:14]=1)([O:3][CH2:4][C:5]1[CH:10]=[CH:9][CH:8]=[CH:7][CH:6]=1)=[O:2].[OH-].[Na+].[N+]([O-])([O-])=O.[Ag+:26]. (5) Given the product [CH:24]1([NH:23][C:22]([NH:21][CH:15]2[CH2:16][CH2:17][CH2:18][CH2:19][CH2:20]2)=[O:8])[CH2:29][CH2:28][CH2:27][CH2:26][CH2:25]1, predict the reactants needed to synthesize it. The reactants are: S1C=CC(CC(O)=[O:8])=C1.C(S)CCS.[CH:15]1([N:21]=[C:22]=[N:23][CH:24]2[CH2:29][CH2:28][CH2:27][CH2:26][CH2:25]2)[CH2:20][CH2:19][CH2:18][CH2:17][CH2:16]1. (6) Given the product [CH2:26]([O:29][C:30]1([CH3:59])[CH2:31][CH2:32][N:33]([C:12]2[N:11]3[CH:25]=[C:8]([C:4]4[CH:5]=[CH:6][CH:7]=[C:2]([Br:1])[CH:3]=4)[N:9]=[C:10]3[C:15]([CH3:16])=[C:14]([CH3:17])[C:13]=2[C:18](=[O:23])[C:19]([O:21][CH3:22])=[O:20])[CH2:34][CH2:35]1)[CH:27]=[CH2:28], predict the reactants needed to synthesize it. The reactants are: [Br:1][C:2]1[CH:3]=[C:4]([C:8]2[N:9]=[C:10]3[C:15]([CH3:16])=[C:14]([CH3:17])[C:13]([C:18](=[O:23])[C:19]([O:21][CH3:22])=[O:20])=[C:12](Cl)[N:11]3[CH:25]=2)[CH:5]=[CH:6][CH:7]=1.[CH2:26]([O:29][C:30]1([CH3:59])[CH2:35][CH2:34][N:33](C2N3C=C(C4C=CC=C(Br)C=4)N=C3C=C(C)C=2C(=O)C(OC)=O)[CH2:32][CH2:31]1)[CH:27]=[CH2:28]. (7) Given the product [OH:31][C@:17]1([C:33]([F:35])([F:34])[F:32])[CH2:18][C:19]2[N:20]([CH3:30])[N:21]=[C:22]([C:24]3[CH:29]=[CH:28][CH:27]=[CH:26][N:25]=3)[C:23]=2[C@@H:14]([C:13]2[CH:12]=[CH:11][C:6]([C:7]([O:9][CH3:10])=[O:8])=[CH:5][C:4]=2[CH3:3])[CH2:15][CH2:16]1, predict the reactants needed to synthesize it. The reactants are: [F-].[Cs+].[CH3:3][C:4]1[CH:5]=[C:6]([CH:11]=[CH:12][C:13]=1[CH:14]1[C:23]2[C:22]([C:24]3[CH:29]=[CH:28][CH:27]=[CH:26][N:25]=3)=[N:21][N:20]([CH3:30])[C:19]=2[CH2:18][C:17](=[O:31])[CH2:16][CH2:15]1)[C:7]([O:9][CH3:10])=[O:8].[F:32][C:33]([Si](C)(C)C)([F:35])[F:34].[F-].C([N+](CCCC)(CCCC)CCCC)CCC.C1COCC1. (8) The reactants are: [CH:1]1([N:5]2[CH2:11][CH2:10][C:9]3[S:12][C:13]([CH:15]4[CH2:20][CH2:19][N:18]([C:21]5[CH:22]=[CH:23][C:24](C#N)=[N:25][CH:26]=5)[CH2:17][CH2:16]4)=[N:14][C:8]=3[CH2:7][CH2:6]2)[CH2:4][CH2:3][CH2:2]1.Cl.[CH:30]([OH:32])=[O:31]. Given the product [CH:1]1([N:5]2[CH2:11][CH2:10][C:9]3[S:12][C:13]([CH:15]4[CH2:20][CH2:19][N:18]([C:21]5[CH:22]=[CH:23][C:24]([C:30]([OH:32])=[O:31])=[N:25][CH:26]=5)[CH2:17][CH2:16]4)=[N:14][C:8]=3[CH2:7][CH2:6]2)[CH2:2][CH2:3][CH2:4]1, predict the reactants needed to synthesize it. (9) Given the product [Cl:40][C:10]1[C:11]2[C:6](=[CH:5][CH:4]=[CH:3][C:2]=2[Cl:1])[CH:7]=[C:8]([C@@H:13]([NH:15][C:16](=[O:32])[O:17][CH2:18][CH:19]2[C:31]3[CH:30]=[CH:29][CH:28]=[CH:27][C:26]=3[C:25]3[C:20]2=[CH:21][CH:22]=[CH:23][CH:24]=3)[CH3:14])[N:9]=1, predict the reactants needed to synthesize it. The reactants are: [Cl:1][C:2]1[CH:3]=[CH:4][CH:5]=[C:6]2[C:11]=1[C:10](=O)[NH:9][C:8]([C@@H:13]([NH:15][C:16](=[O:32])[O:17][CH2:18][CH:19]1[C:31]3[CH:30]=[CH:29][CH:28]=[CH:27][C:26]=3[C:25]3[C:20]1=[CH:21][CH:22]=[CH:23][CH:24]=3)[CH3:14])=[CH:7]2.CN(C=O)C.S(Cl)([Cl:40])=O.